Dataset: M1 muscarinic receptor agonist screen with 61,833 compounds. Task: Binary Classification. Given a drug SMILES string, predict its activity (active/inactive) in a high-throughput screening assay against a specified biological target. (1) The drug is S(=O)(=O)(N1C(SCC1)c1c(OC)cc(OC)c(OC)c1)c1ccc(F)cc1. The result is 0 (inactive). (2) The compound is Fc1ccc(C(=O)N2C(CC(OCc3ccccc3)=O)C(=O)NCC2)cc1. The result is 0 (inactive). (3) The compound is S(=O)(=O)(N1CCN(CC1)CC(=O)Nc1cc(OC)ccc1)c1ccc(C(C)C)cc1. The result is 0 (inactive). (4) The molecule is O=C1N(c2cc(OC)ccc2)C(=O)c2c1ccnc2. The result is 0 (inactive). (5) The compound is s1c2c(CCCC2)c(c1NC(=O)C1CC1)C(OC)=O. The result is 0 (inactive).